This data is from Full USPTO retrosynthesis dataset with 1.9M reactions from patents (1976-2016). The task is: Predict the reactants needed to synthesize the given product. (1) The reactants are: Cl.[Cl:2][CH2:3][CH2:4][NH:5][CH2:6][CH2:7][Cl:8].CCN(CC)CC.[C:16]1([CH3:26])[CH:21]=[CH:20][C:19]([S:22](Cl)(=[O:24])=[O:23])=[CH:18][CH:17]=1. Given the product [Cl:2][CH2:3][CH2:4][N:5]([CH2:6][CH2:7][Cl:8])[S:22]([C:19]1[CH:20]=[CH:21][C:16]([CH3:26])=[CH:17][CH:18]=1)(=[O:24])=[O:23], predict the reactants needed to synthesize it. (2) Given the product [F:1][C:2]1[CH:3]=[CH:4][C:5]([N:8]2[CH2:13][CH2:12][N:11]([CH2:14][CH2:15][CH2:16][N:17]3[CH2:22][CH:21]([OH:23])[C:20]4[N:24]([CH3:27])[CH:25]=[CH:26][C:19]=4[S:18]3(=[O:29])=[O:28])[CH2:10][CH2:9]2)=[CH:6][CH:7]=1, predict the reactants needed to synthesize it. The reactants are: [F:1][C:2]1[CH:7]=[CH:6][C:5]([N:8]2[CH2:13][CH2:12][N:11]([CH2:14][CH2:15][CH2:16][N:17]3[CH2:22][C:21](=[O:23])[C:20]4[N:24]([CH3:27])[CH:25]=[CH:26][C:19]=4[S:18]3(=[O:29])=[O:28])[CH2:10][CH2:9]2)=[CH:4][CH:3]=1.[BH4-].[Na+].O. (3) Given the product [CH3:19][N:20]([CH2:21][C:22]1[C:30]2[C:25](=[CH:26][CH:27]=[CH:28][CH:29]=2)[NH:24][C:23]=1[CH3:31])[C:15](=[O:17])/[CH:14]=[CH:13]/[C:10]1[CH:11]=[N:12][C:6]2[NH:5][CH2:4][C:3](=[O:18])[N:2]([CH3:1])[CH2:8][C:7]=2[CH:9]=1, predict the reactants needed to synthesize it. The reactants are: [CH3:1][N:2]1[CH2:8][C:7]2[CH:9]=[C:10]([CH:13]=[CH:14][C:15]([OH:17])=O)[CH:11]=[N:12][C:6]=2[NH:5][CH2:4][C:3]1=[O:18].[CH3:19][NH:20][CH2:21][C:22]1[C:30]2[C:25](=[CH:26][CH:27]=[CH:28][CH:29]=2)[NH:24][C:23]=1[CH3:31]. (4) Given the product [O:28]1[C:16]2[CH:25]=[CH:24][CH:23]=[CH:22][C:17]=2[CH:18]=[C:19]1[CH2:20][NH:14][CH2:13][CH2:12][CH2:11][N:8]1[CH2:7][CH2:6][N:5]([CH2:4][CH2:3][CH2:2][NH:1][CH2:20][C:19]2[O:15][C:16]3[CH:25]=[CH:24][CH:23]=[CH:22][C:17]=3[CH:18]=2)[CH2:10][CH2:9]1, predict the reactants needed to synthesize it. The reactants are: [NH2:1][CH2:2][CH2:3][CH2:4][N:5]1[CH2:10][CH2:9][N:8]([CH2:11][CH2:12][CH2:13][NH2:14])[CH2:7][CH2:6]1.[O:15]1[C:19]([CH:20]=O)=[CH:18][C:17]2[CH:22]=[CH:23][CH:24]=[CH:25][C:16]1=2.[BH4-].[Na+].[OH2:28]. (5) The reactants are: Cl[C:2]1[N:3]=[C:4]([C:15]2[C:23]3[C:18](=[N:19][C:20]([CH3:25])=[C:21]([F:24])[CH:22]=3)[N:17]([CH2:26][C:27]3[CH:32]=[CH:31][C:30]([O:33][CH3:34])=[CH:29][CH:28]=3)[N:16]=2)[N:5]=[N:6][C:7]=1[C:8]([CH3:14])([CH3:13])[C:9](OC)=[O:10].[NH3:35]. Given the product [F:24][C:21]1[CH:22]=[C:23]2[C:15]([C:4]3[N:5]=[N:6][C:7]4[C:8]([CH3:13])([CH3:14])[C:9](=[O:10])[NH:35][C:2]=4[N:3]=3)=[N:16][N:17]([CH2:26][C:27]3[CH:28]=[CH:29][C:30]([O:33][CH3:34])=[CH:31][CH:32]=3)[C:18]2=[N:19][C:20]=1[CH3:25], predict the reactants needed to synthesize it. (6) Given the product [C:1]([O:5][C:6](=[O:23])[NH:7][C:8]1[CH:13]=[CH:12][C:11]([C:14]#[C:15][C:16]2[CH:17]=[CH:18][CH:19]=[CH:20][CH:21]=2)=[CH:10][C:9]=1[NH:22][C:27](=[O:26])[CH2:28][C:29]([C:31]1[CH:38]=[CH:37][CH:36]=[C:33]([C:34]#[N:35])[CH:32]=1)=[O:30])([CH3:4])([CH3:2])[CH3:3], predict the reactants needed to synthesize it. The reactants are: [C:1]([O:5][C:6](=[O:23])[NH:7][C:8]1[CH:13]=[CH:12][C:11]([C:14]#[C:15][C:16]2[CH:21]=[CH:20][CH:19]=[CH:18][CH:17]=2)=[CH:10][C:9]=1[NH2:22])([CH3:4])([CH3:3])[CH3:2].CC1(C)[O:30][C:29]([C:31]2[CH:32]=[C:33]([CH:36]=[CH:37][CH:38]=2)[C:34]#[N:35])=[CH:28][C:27](=O)[O:26]1.